From a dataset of Full USPTO retrosynthesis dataset with 1.9M reactions from patents (1976-2016). Predict the reactants needed to synthesize the given product. (1) Given the product [NH2:8][C:9]1[C:17]([C:18]2[CH:23]=[CH:22][CH:21]=[C:20]([N+:24]([O-:26])=[O:25])[CH:19]=2)=[N:16][CH:15]=[CH:14][C:10]=1[C:11]([OH:13])=[O:12], predict the reactants needed to synthesize it. The reactants are: C(OC([NH:8][C:9]1[C:17]([C:18]2[CH:23]=[CH:22][CH:21]=[C:20]([N+:24]([O-:26])=[O:25])[CH:19]=2)=[N:16][CH:15]=[CH:14][C:10]=1[C:11]([OH:13])=[O:12])=O)(C)(C)C.C(O)(C(F)(F)F)=O. (2) Given the product [C:1]([O:5][C:6]([N:8]1[CH2:13][CH2:12][CH:11]([C:14](=[O:16])[N:23]([CH3:24])[CH3:22])[CH2:10][CH2:9]1)=[O:7])([CH3:4])([CH3:3])[CH3:2], predict the reactants needed to synthesize it. The reactants are: [C:1]([O:5][C:6]([N:8]1[CH2:13][CH2:12][CH:11]([C:14]([OH:16])=O)[CH2:10][CH2:9]1)=[O:7])([CH3:4])([CH3:3])[CH3:2].ON1[C:22]2[N:23]=[CH:24]C=CC=2N=N1.Cl.CN(C)CCCN=C=NCC.CNC.C(O)C. (3) Given the product [C:26]([C:21]1[C:20]([NH:1][C:2]2[S:6][N:5]=[C:4]([CH3:7])[C:3]=2[C:8]([NH:10][C:11]2[CH:16]=[CH:15][CH:14]=[CH:13][C:12]=2[CH2:17][CH3:18])=[O:9])=[N:25][CH:24]=[CH:23][N:22]=1)#[N:27], predict the reactants needed to synthesize it. The reactants are: [NH2:1][C:2]1[S:6][N:5]=[C:4]([CH3:7])[C:3]=1[C:8]([NH:10][C:11]1[CH:16]=[CH:15][CH:14]=[CH:13][C:12]=1[CH2:17][CH3:18])=[O:9].Cl[C:20]1[C:21]([C:26]#[N:27])=[N:22][CH:23]=[CH:24][N:25]=1.C(=O)([O-])[O-].[Cs+].[Cs+].CC1(C)C2C(=C(P(C3C=CC=CC=3)C3C=CC=CC=3)C=CC=2)OC2C(P(C3C=CC=CC=3)C3C=CC=CC=3)=CC=CC1=2. (4) The reactants are: [Cl:1][C:2]1[N:7]=[C:6]([C:8]2[S:12][C:11]([N:13]3[CH2:18][CH2:17][N:16](C(OC(C)(C)C)=O)[CH2:15][CH2:14]3)=[N:10][C:9]=2[C:26]2[CH:31]=[CH:30][CH:29]=[C:28]([NH:32][S:33]([C:36]3[C:41]([F:42])=[CH:40][CH:39]=[CH:38][C:37]=3[F:43])(=[O:35])=[O:34])[C:27]=2[F:44])[CH:5]=[CH:4][N:3]=1.C(O)(C(F)(F)F)=O. Given the product [Cl:1][C:2]1[N:7]=[C:6]([C:8]2[S:12][C:11]([N:13]3[CH2:18][CH2:17][NH:16][CH2:15][CH2:14]3)=[N:10][C:9]=2[C:26]2[C:27]([F:44])=[C:28]([NH:32][S:33]([C:36]3[C:37]([F:43])=[CH:38][CH:39]=[CH:40][C:41]=3[F:42])(=[O:35])=[O:34])[CH:29]=[CH:30][CH:31]=2)[CH:5]=[CH:4][N:3]=1, predict the reactants needed to synthesize it. (5) Given the product [CH2:21]([O:20][C:18]([C:12]1[C:11]2[C:15](=[CH:16][CH:17]=[C:9]([B:4]3[O:5][C:6]([CH3:7])([CH3:8])[C:2]([CH3:23])([CH3:1])[O:3]3)[CH:10]=2)[N:14]([CH2:27][O:28][CH2:29][CH2:30][Si:31]([CH3:34])([CH3:33])[CH3:32])[N:13]=1)=[O:19])[CH3:22], predict the reactants needed to synthesize it. The reactants are: [CH3:1][C:2]1([CH3:23])[C:6]([CH3:8])([CH3:7])[O:5][B:4]([C:9]2[CH:10]=[C:11]3[C:15](=[CH:16][CH:17]=2)[NH:14][N:13]=[C:12]3[C:18]([O:20][CH2:21][CH3:22])=[O:19])[O:3]1.[H-].[Na+].Cl[CH2:27][O:28][CH2:29][CH2:30][Si:31]([CH3:34])([CH3:33])[CH3:32].